Binary Classification. Given a drug SMILES string, predict its activity (active/inactive) in a high-throughput screening assay against a specified biological target. From a dataset of M1 muscarinic receptor antagonist screen with 61,756 compounds. (1) The result is 0 (inactive). The molecule is O1c2c(N(CCCC(=O)NCc3cccnc3)C(=O)C1)cc(cc2)C. (2) The molecule is O=C(NCCCC)C1N(CCC1)C(=O)Nc1cc(OC)ccc1. The result is 0 (inactive).